From a dataset of Forward reaction prediction with 1.9M reactions from USPTO patents (1976-2016). Predict the product of the given reaction. (1) The product is: [NH2:1][C:2]1[N:6]([CH3:7])[C:5](=[O:8])[C:4]([C:16]2[CH:21]=[CH:20][C:19]([F:22])=[C:18]([C:29]3[S:33][CH:32]=[N:31][CH:30]=3)[CH:17]=2)([C:9]2[CH:14]=[CH:13][C:12]([OH:15])=[CH:11][CH:10]=2)[N:3]=1. Given the reactants [NH2:1][C:2]1[N:6]([CH3:7])[C:5](=[O:8])[C:4]([C:16]2[CH:21]=[CH:20][C:19]([F:22])=[C:18](Br)[CH:17]=2)([C:9]2[CH:14]=[CH:13][C:12]([OH:15])=[CH:11][CH:10]=2)[N:3]=1.C([Sn](CCCC)(CCCC)[C:29]1[S:33][CH:32]=[N:31][CH:30]=1)CCC, predict the reaction product. (2) Given the reactants [F:1][C:2]1[CH:7]=[CH:6][C:5]([CH:8]([C:21]2[CH:26]=[CH:25][C:24]([C:27]([F:30])([F:29])[F:28])=[CH:23][CH:22]=2)[C:9]2[C:17]3[C:12](=[C:13]([CH2:18][S:19][CH3:20])[CH:14]=[CH:15][CH:16]=3)[NH:11][CH:10]=2)=[CH:4][CH:3]=1.ClCCl.ClC1C=CC=C(C(OO)=[O:42])C=1, predict the reaction product. The product is: [F:1][C:2]1[CH:3]=[CH:4][C:5]([CH:8]([C:21]2[CH:22]=[CH:23][C:24]([C:27]([F:30])([F:28])[F:29])=[CH:25][CH:26]=2)[C:9]2[C:17]3[C:12](=[C:13]([CH2:18][S:19]([CH3:20])=[O:42])[CH:14]=[CH:15][CH:16]=3)[NH:11][CH:10]=2)=[CH:6][CH:7]=1.